From a dataset of Reaction yield outcomes from USPTO patents with 853,638 reactions. Predict the reaction yield, written as a fraction of the theoretical maximum amount of product (1.0 means a 100% yield; for example, 0.34 means a 34% yield). The reactants are [Br:1][C:2]1[CH:3]=[C:4]([C:9]([O:11][CH3:12])=[O:10])[C:5](=[O:8])[NH:6][CH:7]=1.[C:13]1(B(O)O)[CH:18]=[CH:17][CH:16]=[CH:15][CH:14]=1.N1C=CC=CC=1. The catalyst is ClCCl.C([O-])(=O)C.[Cu+2].C([O-])(=O)C. The product is [Br:1][C:2]1[CH:3]=[C:4]([C:9]([O:11][CH3:12])=[O:10])[C:5](=[O:8])[N:6]([C:13]2[CH:18]=[CH:17][CH:16]=[CH:15][CH:14]=2)[CH:7]=1. The yield is 0.890.